This data is from Buchwald-Hartwig C-N cross coupling reaction yields with 55,370 reactions. The task is: Predict the reaction yield, written as a fraction of the theoretical maximum amount of product (1.0 means a 100% yield; for example, 0.34 means a 34% yield). (1) The reactants are FC(F)(F)c1ccc(Br)cc1.Cc1ccc(N)cc1.O=S(=O)(O[Pd]1c2ccccc2-c2ccccc2N~1)C(F)(F)F.COc1ccc(OC)c(P([C@]23C[C@H]4C[C@H](C[C@H](C4)C2)C3)[C@]23C[C@H]4C[C@H](C[C@H](C4)C2)C3)c1-c1c(C(C)C)cc(C(C)C)cc1C(C)C.CCN=P(N=P(N(C)C)(N(C)C)N(C)C)(N(C)C)N(C)C.c1ccc(-c2ccno2)cc1. No catalyst specified. The product is Cc1ccc(Nc2ccc(C(F)(F)F)cc2)cc1. The yield is 0.0874. (2) The reactants are Brc1ccccn1.Cc1ccc(N)cc1.O=S(=O)(O[Pd]1c2ccccc2-c2ccccc2N~1)C(F)(F)F.CC(C)c1cc(C(C)C)c(-c2ccccc2P(C2CCCCC2)C2CCCCC2)c(C(C)C)c1.CN(C)C(=NC(C)(C)C)N(C)C.CCOC(=O)c1cnoc1. No catalyst specified. The product is Cc1ccc(Nc2ccccn2)cc1. The yield is 0.0144. (3) The reactants are CCc1ccc(Cl)cc1.Cc1ccc(N)cc1.O=S(=O)(O[Pd]1c2ccccc2-c2ccccc2N~1)C(F)(F)F.CC(C)c1cc(C(C)C)c(-c2ccccc2P(C(C)(C)C)C(C)(C)C)c(C(C)C)c1.CN1CCCN2CCCN=C12.CCOC(=O)c1cc(C)on1. The yield is 0.0458. No catalyst specified. The product is CCc1ccc(Nc2ccc(C)cc2)cc1. (4) The yield is 0. No catalyst specified. The reactants are COc1ccc(Cl)cc1.Cc1ccc(N)cc1.O=S(=O)(O[Pd]1c2ccccc2-c2ccccc2N~1)C(F)(F)F.COc1ccc(OC)c(P(C(C)(C)C)C(C)(C)C)c1-c1c(C(C)C)cc(C(C)C)cc1C(C)C.CCN=P(N=P(N(C)C)(N(C)C)N(C)C)(N(C)C)N(C)C.COC(=O)c1cc(-c2ccco2)on1. The product is COc1ccc(Nc2ccc(C)cc2)cc1. (5) The reactants are CCc1ccc(I)cc1.Cc1ccc(N)cc1.O=S(=O)(O[Pd]1c2ccccc2-c2ccccc2N~1)C(F)(F)F.CC(C)c1cc(C(C)C)c(-c2ccccc2P(C(C)(C)C)C(C)(C)C)c(C(C)C)c1.CN1CCCN2CCCN=C12.c1ccc(CN(Cc2ccccc2)c2ccno2)cc1. No catalyst specified. The product is CCc1ccc(Nc2ccc(C)cc2)cc1. The yield is 0.639.